From a dataset of Forward reaction prediction with 1.9M reactions from USPTO patents (1976-2016). Predict the product of the given reaction. (1) Given the reactants ClC1C=C(C=CC=1Cl)OC1CCN(S(C2C(C)=NN(C)C=2C)(=O)=O)CC1.[CH3:27][N:28]1[C:32]([CH3:33])=[C:31]([S:34](Cl)(=[O:36])=[O:35])[C:30]([CH3:38])=[N:29]1.Cl.[Cl:40][C:41]1[CH:53]=[C:52]([F:54])[C:44]([O:45][CH:46]2[CH2:51][CH2:50][NH:49][CH2:48][CH2:47]2)=[C:43]([F:55])[CH:42]=1, predict the reaction product. The product is: [Cl:40][C:41]1[CH:42]=[C:43]([F:55])[C:44]([O:45][CH:46]2[CH2:47][CH2:48][N:49]([S:34]([C:31]3[C:30]([CH3:38])=[N:29][N:28]([CH3:27])[C:32]=3[CH3:33])(=[O:36])=[O:35])[CH2:50][CH2:51]2)=[C:52]([F:54])[CH:53]=1. (2) Given the reactants C([O:3][C:4](=O)[C:5]1[CH:10]=[C:9]([O:11][CH2:12][CH3:13])[C:8]([O:14][CH2:15][CH3:16])=[CH:7][C:6]=1[NH2:17])C.C(=O)([O-])[O-].[NH4+].[NH4+].O.[CH:26]([NH2:28])=O, predict the reaction product. The product is: [CH2:12]([O:11][C:9]1[CH:10]=[C:5]2[C:6](=[CH:7][C:8]=1[O:14][CH2:15][CH3:16])[N:17]=[CH:26][NH:28][C:4]2=[O:3])[CH3:13].